From a dataset of NCI-60 drug combinations with 297,098 pairs across 59 cell lines. Regression. Given two drug SMILES strings and cell line genomic features, predict the synergy score measuring deviation from expected non-interaction effect. (1) Drug 1: CC(CN1CC(=O)NC(=O)C1)N2CC(=O)NC(=O)C2. Drug 2: C1=NC2=C(N=C(N=C2N1C3C(C(C(O3)CO)O)O)F)N. Cell line: COLO 205. Synergy scores: CSS=50.5, Synergy_ZIP=-11.8, Synergy_Bliss=-18.6, Synergy_Loewe=-16.4, Synergy_HSA=-15.9. (2) Drug 1: C1=CC(=CC=C1CC(C(=O)O)N)N(CCCl)CCCl.Cl. Drug 2: C1=NC2=C(N=C(N=C2N1C3C(C(C(O3)CO)O)O)F)N. Cell line: SW-620. Synergy scores: CSS=10.1, Synergy_ZIP=-5.92, Synergy_Bliss=-5.34, Synergy_Loewe=-12.1, Synergy_HSA=-8.19. (3) Drug 1: CN1C(=O)N2C=NC(=C2N=N1)C(=O)N. Drug 2: CC12CCC3C(C1CCC2O)C(CC4=C3C=CC(=C4)O)CCCCCCCCCS(=O)CCCC(C(F)(F)F)(F)F. Cell line: CCRF-CEM. Synergy scores: CSS=-9.34, Synergy_ZIP=3.83, Synergy_Bliss=-5.33, Synergy_Loewe=-9.30, Synergy_HSA=-11.3.